Dataset: Peptide-MHC class I binding affinity with 185,985 pairs from IEDB/IMGT. Task: Regression. Given a peptide amino acid sequence and an MHC pseudo amino acid sequence, predict their binding affinity value. This is MHC class I binding data. (1) The peptide sequence is FLGEDGCWY. The MHC is HLA-A01:01 with pseudo-sequence HLA-A01:01. The binding affinity (normalized) is 0.480. (2) The binding affinity (normalized) is 0.448. The MHC is HLA-A03:01 with pseudo-sequence HLA-A03:01. The peptide sequence is DLSARNKLFK. (3) The peptide sequence is IHYAGWVSL. The MHC is HLA-B35:01 with pseudo-sequence HLA-B35:01. The binding affinity (normalized) is 0.0847. (4) The peptide sequence is YHAQTVVL. The MHC is Mamu-B1001 with pseudo-sequence Mamu-B1001. The binding affinity (normalized) is 0.905. (5) The peptide sequence is RVETSPRPTA. The MHC is HLA-A02:01 with pseudo-sequence HLA-A02:01. The binding affinity (normalized) is 0.0292. (6) The peptide sequence is GRYNLISPK. The MHC is HLA-A69:01 with pseudo-sequence HLA-A69:01. The binding affinity (normalized) is 0.0847.